Dataset: Reaction yield outcomes from USPTO patents with 853,638 reactions. Task: Predict the reaction yield, written as a fraction of the theoretical maximum amount of product (1.0 means a 100% yield; for example, 0.34 means a 34% yield). The reactants are C[O:2][C:3]1[CH:4]=[C:5]2[C:9](=[CH:10][CH:11]=1)[CH2:8][CH:7]([N:12]1[C:20](=[O:21])[C:19]3[C:14](=[CH:15][CH:16]=[CH:17][CH:18]=3)[C:13]1=[O:22])[CH2:6]2.B(Br)(Br)Br.C(Cl)Cl. The catalyst is C(Cl)Cl. The product is [OH:2][C:3]1[CH:4]=[C:5]2[C:9](=[CH:10][CH:11]=1)[CH2:8][CH:7]([N:12]1[C:20](=[O:21])[C:19]3[C:14](=[CH:15][CH:16]=[CH:17][CH:18]=3)[C:13]1=[O:22])[CH2:6]2. The yield is 0.790.